Task: Predict the product of the given reaction.. Dataset: Forward reaction prediction with 1.9M reactions from USPTO patents (1976-2016) (1) Given the reactants [F:1][C:2]1[CH:3]=[N:4][C:5]([O:17][C:18]2[CH:23]=[CH:22][CH:21]=[C:20]([S:24][CH3:25])[CH:19]=2)=[C:6]([CH:16]=1)[C:7]([NH:9][CH:10]1[CH2:15][CH2:14][NH:13][CH2:12][CH2:11]1)=[O:8].C(N(CC)CC)C.[CH3:33][S:34](Cl)(=[O:36])=[O:35], predict the reaction product. The product is: [F:1][C:2]1[CH:3]=[N:4][C:5]([O:17][C:18]2[CH:23]=[CH:22][CH:21]=[C:20]([S:24][CH3:25])[CH:19]=2)=[C:6]([CH:16]=1)[C:7]([NH:9][CH:10]1[CH2:11][CH2:12][N:13]([S:34]([CH3:33])(=[O:36])=[O:35])[CH2:14][CH2:15]1)=[O:8]. (2) The product is: [CH2:20]([C:14]1[CH:13]=[C:12]2[C:17]([C:18](=[O:19])[C:9]([OH:8])=[C:10]([C:24]3[CH:29]=[C:28]([OH:30])[C:27]([OH:32])=[C:26]([OH:34])[CH:25]=3)[O:11]2)=[CH:16][CH:15]=1)[CH2:21][CH2:22][CH3:23]. Given the reactants C([O:8][C:9]1[C:18](=[O:19])[C:17]2[C:12](=[CH:13][C:14]([CH2:20][CH2:21][CH2:22][CH3:23])=[CH:15][CH:16]=2)[O:11][C:10]=1[C:24]1[CH:29]=[C:28]([O:30]C)[C:27]([O:32]C)=[C:26]([O:34]C)[CH:25]=1)C1C=CC=CC=1.B(Br)(Br)Br.CO.O, predict the reaction product.